This data is from Peptide-MHC class I binding affinity with 185,985 pairs from IEDB/IMGT. The task is: Regression. Given a peptide amino acid sequence and an MHC pseudo amino acid sequence, predict their binding affinity value. This is MHC class I binding data. (1) The peptide sequence is HPPSGSSA. The MHC is Mamu-A01 with pseudo-sequence Mamu-A01. The binding affinity (normalized) is 0. (2) The peptide sequence is KPYTAGNKV. The MHC is HLA-B07:02 with pseudo-sequence HLA-B07:02. The binding affinity (normalized) is 0.667.